The task is: Predict the reactants needed to synthesize the given product.. This data is from Full USPTO retrosynthesis dataset with 1.9M reactions from patents (1976-2016). (1) Given the product [NH2:29][C:30]1[N:31]=[CH:32][C:33]([C:2]2[N:3]=[C:4]([N:23]3[CH2:28][CH2:27][O:26][CH2:25][CH2:24]3)[C:5]3[S:10][C:9]([C:11]4[CH:12]=[C:13]([NH:17][C:18](=[O:22])[C@@H:19]([OH:21])[CH3:20])[CH:14]=[CH:15][CH:16]=4)=[CH:8][C:6]=3[N:7]=2)=[CH:34][CH:35]=1, predict the reactants needed to synthesize it. The reactants are: Cl[C:2]1[N:3]=[C:4]([N:23]2[CH2:28][CH2:27][O:26][CH2:25][CH2:24]2)[C:5]2[S:10][C:9]([C:11]3[CH:12]=[C:13]([NH:17][C:18](=[O:22])[C@@H:19]([OH:21])[CH3:20])[CH:14]=[CH:15][CH:16]=3)=[CH:8][C:6]=2[N:7]=1.[NH2:29][C:30]1[CH:35]=[CH:34][C:33](B2OC(C)(C)C(C)(C)O2)=[CH:32][N:31]=1. (2) Given the product [F:13][C:14]1[CH:23]=[CH:22][C:21]([F:24])=[CH:20][C:15]=1[C:16]1[S:19][C:2]([CH2:3][CH2:4][C:5]#[N:6])([C:7]2[CH:12]=[CH:11][CH:10]=[CH:9][CH:8]=2)[NH:18][N:17]=1, predict the reactants needed to synthesize it. The reactants are: O=[C:2]([C:7]1[CH:12]=[CH:11][CH:10]=[CH:9][CH:8]=1)[CH2:3][CH2:4][C:5]#[N:6].[F:13][C:14]1[CH:23]=[CH:22][C:21]([F:24])=[CH:20][C:15]=1[C:16](=[S:19])[NH:17][NH2:18]. (3) Given the product [CH:1]1([NH:7][C:8](=[O:16])[NH:9][CH2:10][CH2:11][CH2:12][C:13]([NH:32][CH:31]([CH2:33][C:34]2[CH:35]=[CH:36][C:37]([OH:40])=[CH:38][CH:39]=2)[C:30]([OH:41])=[O:29])=[O:15])[CH2:2][CH2:3][CH2:4][CH2:5][CH2:6]1, predict the reactants needed to synthesize it. The reactants are: [CH:1]1([NH:7][C:8](=[O:16])[NH:9][CH2:10][CH2:11][CH2:12][C:13]([OH:15])=O)[CH2:6][CH2:5][CH2:4][CH2:3][CH2:2]1.C(N=C=NCCCN(C)C)C.C[O:29][C:30](=[O:41])[C@H:31]([CH2:33][C:34]1[CH:39]=[CH:38][C:37]([OH:40])=[CH:36][CH:35]=1)[NH2:32].C(N(C(C)C)CC)(C)C.[OH-].[Na+].Cl. (4) Given the product [CH:32]1([NH:35][S:11]([C:9]2[CH:10]=[C:5]([O:4][C:3]3[C:2]([Cl:1])=[CH:20][C:19]([N+:21]([O-:23])=[O:22])=[CH:18][C:17]=3[Cl:24])[CH:6]=[CH:7][C:8]=2[O:15][CH3:16])(=[O:13])=[O:12])[CH2:34][CH2:33]1, predict the reactants needed to synthesize it. The reactants are: [Cl:1][C:2]1[CH:20]=[C:19]([N+:21]([O-:23])=[O:22])[CH:18]=[C:17]([Cl:24])[C:3]=1[O:4][C:5]1[CH:6]=[CH:7][C:8]([O:15][CH3:16])=[C:9]([S:11](Cl)(=[O:13])=[O:12])[CH:10]=1.C(N(CC)CC)C.[CH:32]1([NH2:35])[CH2:34][CH2:33]1.Cl. (5) Given the product [Cl:27][C:14]1[C:13]2[C:9]([C:6]3[CH:7]=[CH:8][C:3]([O:2][CH3:1])=[CH:4][CH:5]=3)=[C:10]([C:19]3[CH:24]=[CH:23][CH:22]=[CH:21][CH:20]=3)[O:11][C:12]=2[CH:17]=[CH:16][N:15]=1, predict the reactants needed to synthesize it. The reactants are: [CH3:1][O:2][C:3]1[CH:8]=[CH:7][C:6]([C:9]2[C:13]3[C:14](=O)[NH:15][CH:16]=[CH:17][C:12]=3[O:11][C:10]=2[C:19]2[CH:24]=[CH:23][CH:22]=[CH:21][CH:20]=2)=[CH:5][CH:4]=1.P(Cl)(Cl)([Cl:27])=O.C(=O)([O-])[O-].[Na+].[Na+].[OH-].[Na+]. (6) Given the product [CH:30]1([CH:31]([OH:27])[C:20]([F:22])([F:21])[F:19])[CH2:4][CH2:3][CH2:2][CH2:28][CH2:29]1, predict the reactants needed to synthesize it. The reactants are: [F-].[CH2:2]([N+](CCCC)(CCCC)CCCC)[CH2:3][CH2:4]C.[F:19][C:20]([Si](C)(C)C)([F:22])[F:21].[O:27]1[CH2:31][CH2:30][CH2:29][CH2:28]1. (7) Given the product [F:19][C:2]([F:1])([F:18])[C:3]1[C:4]([NH2:17])=[N:5][CH:6]=[C:7]([C:9]2[S:13][C:12]3=[N:14][CH:15]=[C:16]([I:27])[N:11]3[N:10]=2)[CH:8]=1, predict the reactants needed to synthesize it. The reactants are: [F:1][C:2]([F:19])([F:18])[C:3]1[C:4]([NH2:17])=[N:5][CH:6]=[C:7]([C:9]2[S:13][C:12]3=[N:14][CH:15]=[CH:16][N:11]3[N:10]=2)[CH:8]=1.C1C(=O)N([I:27])C(=O)C1.S([O-])([O-])(=O)=S.[Na+].[Na+]. (8) Given the product [Cl:1][C:2]1[CH:3]=[C:4]([C:5]2[C:6]([C:13]3[CH:22]=[CH:21][C:16]4[O:17][CH2:18][CH2:19][O:20][C:15]=4[CH:14]=3)=[CH:7][NH:26][N:25]=2)[C:9]([OH:8])=[CH:10][C:11]=1[OH:12], predict the reactants needed to synthesize it. The reactants are: [Cl:1][C:2]1[CH:3]=[C:4]2[C:9](=[CH:10][C:11]=1[OH:12])[O:8][CH:7]=[C:6]([C:13]1[CH:22]=[CH:21][C:16]3[O:17][CH2:18][CH2:19][O:20][C:15]=3[CH:14]=1)[C:5]2=O.O.[NH2:25][NH2:26].